Dataset: Reaction yield outcomes from USPTO patents with 853,638 reactions. Task: Predict the reaction yield, written as a fraction of the theoretical maximum amount of product (1.0 means a 100% yield; for example, 0.34 means a 34% yield). The reactants are [CH2:1]([C:3](=[CH:6][CH2:7][C@H:8]1[CH2:12][CH2:11][CH:10]([CH3:13])[C:9]1([CH3:15])[CH3:14])[CH:4]=[O:5])[CH3:2].[BH4-].[Na+]. The catalyst is C(O)C. The product is [CH2:1]([C:3](=[CH:6][CH2:7][C@H:8]1[CH2:12][CH2:11][CH:10]([CH3:13])[C:9]1([CH3:14])[CH3:15])[CH2:4][OH:5])[CH3:2]. The yield is 0.680.